The task is: Regression. Given two drug SMILES strings and cell line genomic features, predict the synergy score measuring deviation from expected non-interaction effect.. This data is from NCI-60 drug combinations with 297,098 pairs across 59 cell lines. (1) Drug 1: CC1=C(C=C(C=C1)C(=O)NC2=CC(=CC(=C2)C(F)(F)F)N3C=C(N=C3)C)NC4=NC=CC(=N4)C5=CN=CC=C5. Drug 2: CC1=C(N=C(N=C1N)C(CC(=O)N)NCC(C(=O)N)N)C(=O)NC(C(C2=CN=CN2)OC3C(C(C(C(O3)CO)O)O)OC4C(C(C(C(O4)CO)O)OC(=O)N)O)C(=O)NC(C)C(C(C)C(=O)NC(C(C)O)C(=O)NCCC5=NC(=CS5)C6=NC(=CS6)C(=O)NCCC[S+](C)C)O. Cell line: LOX IMVI. Synergy scores: CSS=28.4, Synergy_ZIP=5.19, Synergy_Bliss=4.37, Synergy_Loewe=-15.5, Synergy_HSA=-1.38. (2) Drug 1: C1=CC(=C2C(=C1NCCNCCO)C(=O)C3=C(C=CC(=C3C2=O)O)O)NCCNCCO. Drug 2: CC(C)(C#N)C1=CC(=CC(=C1)CN2C=NC=N2)C(C)(C)C#N. Cell line: OVCAR-5. Synergy scores: CSS=13.4, Synergy_ZIP=-9.60, Synergy_Bliss=-2.13, Synergy_Loewe=-15.3, Synergy_HSA=-2.84. (3) Drug 1: CC1=C2C(C(=O)C3(C(CC4C(C3C(C(C2(C)C)(CC1OC(=O)C(C(C5=CC=CC=C5)NC(=O)OC(C)(C)C)O)O)OC(=O)C6=CC=CC=C6)(CO4)OC(=O)C)O)C)O. Drug 2: CCC1=C2CN3C(=CC4=C(C3=O)COC(=O)C4(CC)O)C2=NC5=C1C=C(C=C5)O. Cell line: NCI-H322M. Synergy scores: CSS=-1.21, Synergy_ZIP=-2.23, Synergy_Bliss=-6.21, Synergy_Loewe=-6.28, Synergy_HSA=-6.00. (4) Drug 1: C1CNP(=O)(OC1)N(CCCl)CCCl. Drug 2: CC(C)(C1=NC(=CC=C1)N2C3=NC(=NC=C3C(=O)N2CC=C)NC4=CC=C(C=C4)N5CCN(CC5)C)O. Cell line: UACC62. Synergy scores: CSS=20.2, Synergy_ZIP=6.06, Synergy_Bliss=7.04, Synergy_Loewe=-25.4, Synergy_HSA=2.49. (5) Drug 1: CCC1(CC2CC(C3=C(CCN(C2)C1)C4=CC=CC=C4N3)(C5=C(C=C6C(=C5)C78CCN9C7C(C=CC9)(C(C(C8N6C=O)(C(=O)OC)O)OC(=O)C)CC)OC)C(=O)OC)O.OS(=O)(=O)O. Drug 2: CCCCC(=O)OCC(=O)C1(CC(C2=C(C1)C(=C3C(=C2O)C(=O)C4=C(C3=O)C=CC=C4OC)O)OC5CC(C(C(O5)C)O)NC(=O)C(F)(F)F)O. Cell line: U251. Synergy scores: CSS=68.7, Synergy_ZIP=1.59, Synergy_Bliss=-1.18, Synergy_Loewe=-14.7, Synergy_HSA=1.38. (6) Drug 2: CC1C(C(CC(O1)OC2CC(CC3=C2C(=C4C(=C3O)C(=O)C5=C(C4=O)C(=CC=C5)OC)O)(C(=O)CO)O)N)O.Cl. Cell line: HT29. Synergy scores: CSS=40.2, Synergy_ZIP=1.41, Synergy_Bliss=1.50, Synergy_Loewe=-20.7, Synergy_HSA=1.60. Drug 1: CC(C)NC(=O)C1=CC=C(C=C1)CNNC.Cl. (7) Synergy scores: CSS=15.3, Synergy_ZIP=0.938, Synergy_Bliss=3.19, Synergy_Loewe=-7.46, Synergy_HSA=3.14. Drug 1: CC12CCC(CC1=CCC3C2CCC4(C3CC=C4C5=CN=CC=C5)C)O. Drug 2: C1C(C(OC1N2C=NC(=NC2=O)N)CO)O. Cell line: BT-549. (8) Drug 1: CN(CC1=CN=C2C(=N1)C(=NC(=N2)N)N)C3=CC=C(C=C3)C(=O)NC(CCC(=O)O)C(=O)O. Drug 2: CC1=CC=C(C=C1)C2=CC(=NN2C3=CC=C(C=C3)S(=O)(=O)N)C(F)(F)F. Cell line: BT-549. Synergy scores: CSS=16.6, Synergy_ZIP=-3.23, Synergy_Bliss=-0.374, Synergy_Loewe=-24.3, Synergy_HSA=-2.82. (9) Drug 2: CC12CCC3C(C1CCC2OP(=O)(O)O)CCC4=C3C=CC(=C4)OC(=O)N(CCCl)CCCl.[Na+]. Drug 1: CS(=O)(=O)CCNCC1=CC=C(O1)C2=CC3=C(C=C2)N=CN=C3NC4=CC(=C(C=C4)OCC5=CC(=CC=C5)F)Cl. Synergy scores: CSS=2.19, Synergy_ZIP=1.61, Synergy_Bliss=0.113, Synergy_Loewe=-7.76, Synergy_HSA=-9.43. Cell line: HL-60(TB). (10) Cell line: HCT116. Drug 2: B(C(CC(C)C)NC(=O)C(CC1=CC=CC=C1)NC(=O)C2=NC=CN=C2)(O)O. Synergy scores: CSS=14.0, Synergy_ZIP=2.08, Synergy_Bliss=3.54, Synergy_Loewe=3.07, Synergy_HSA=3.06. Drug 1: CS(=O)(=O)C1=CC(=C(C=C1)C(=O)NC2=CC(=C(C=C2)Cl)C3=CC=CC=N3)Cl.